Dataset: Forward reaction prediction with 1.9M reactions from USPTO patents (1976-2016). Task: Predict the product of the given reaction. (1) Given the reactants [N:1]1[CH:6]=[CH:5][CH:4]=[C:3]([NH2:7])[CH:2]=1.[Cl:8][C:9]1[CH:14]=[CH:13][CH:12]=[CH:11][C:10]=1[CH2:15][N:16]1[C:21](=[O:22])[C:20]([C:23]([NH:25][CH2:26][C:27]([O:29]CC)=[O:28])=[O:24])=[C:19]([OH:32])[C:18]([C:33](OC)=[O:34])=[C:17]1[OH:37], predict the reaction product. The product is: [Cl:8][C:9]1[CH:14]=[CH:13][CH:12]=[CH:11][C:10]=1[CH2:15][N:16]1[C:17]([OH:37])=[C:18]([C:33]([NH:7][C:3]2[CH:2]=[N:1][CH:6]=[CH:5][CH:4]=2)=[O:34])[C:19]([OH:32])=[C:20]([C:23]([NH:25][CH2:26][C:27]([OH:29])=[O:28])=[O:24])[C:21]1=[O:22]. (2) Given the reactants C([C@H]1COC(=O)N1C(=O)[CH2:15][C@@H:16]([C:22]1[CH:48]=[CH:47][C:25]([O:26][CH2:27][C:28]2[CH:29]=[C:30]([C:34]3[CH2:39][CH2:38][N:37]([C:40]([O:42][C:43]([CH3:46])([CH3:45])[CH3:44])=[O:41])[CH2:36][CH:35]=3)[CH:31]=[CH:32][CH:33]=2)=[CH:24][CH:23]=1)[C:17]1[CH:21]=[CH:20][O:19][N:18]=1)C1C=CC=CC=1.[OH:50]O.[Li+].[OH-].Cl.C1[CH2:59][O:58]CC1, predict the reaction product. The product is: [C:43]([O:42][C:40]([N:37]1[CH2:36][CH:35]=[C:34]([C:30]2[CH:29]=[C:28]([CH:33]=[CH:32][CH:31]=2)[CH2:27][O:26][C:25]2[CH:47]=[CH:48][C:22]([C@@H:16]([C:17]3[CH:21]=[CH:20][O:19][N:18]=3)[CH2:15][C:59]([OH:58])=[O:50])=[CH:23][CH:24]=2)[CH2:39][CH2:38]1)=[O:41])([CH3:44])([CH3:46])[CH3:45]. (3) Given the reactants CN(C)C=O.[CH2:6]([O:13][CH:14]1[CH2:19][CH2:18][C:17]([O:20][Si](C(C)(C)C)(C)C)=[CH:16][CH2:15]1)[C:7]1[CH:12]=[CH:11][CH:10]=[CH:9][CH:8]=1.[B-](F)(F)(F)[F:29].[B-](F)(F)(F)F.C1[N+]2(CCl)CC[N+](F)(CC2)C1.C(=O)(O)[O-].[Na+], predict the reaction product. The product is: [CH2:6]([O:13][CH:14]1[CH2:19][CH2:18][C:17](=[O:20])[CH:16]([F:29])[CH2:15]1)[C:7]1[CH:12]=[CH:11][CH:10]=[CH:9][CH:8]=1. (4) Given the reactants C(I)=C.[F-].[K+].[CH3:6][O:7][C:8]1C=[C:10](B(O)O)[CH:11]=[CH:12][C:13]=1OC.C([O:21]CC)C.[CH2:24]1[CH2:28][O:27][CH2:26][CH2:25]1, predict the reaction product. The product is: [CH3:6][O:7][C:8](=[O:21])[C:13]1[CH:12]=[CH:11][CH:10]=[C:24]([CH3:25])[C:28]=1[O:27][CH3:26]. (5) Given the reactants [CH:1]([NH2:4])([CH3:3])[CH3:2].Cl[S:6]([C:9]1[CH:14]=[CH:13][C:12]([CH2:15][C:16]([OH:18])=[O:17])=[CH:11][CH:10]=1)(=[O:8])=[O:7], predict the reaction product. The product is: [CH:1]([NH:4][S:6]([C:9]1[CH:10]=[CH:11][C:12]([CH2:15][C:16]([OH:18])=[O:17])=[CH:13][CH:14]=1)(=[O:8])=[O:7])([CH3:3])[CH3:2]. (6) The product is: [CH3:1][O:2][C:3]1[S:7][C:6]([CH2:8][C:9]2[CH:10]=[CH:11][C:12]([NH:15][C:22]3[NH:26][CH2:25][CH2:24][N:23]=3)=[CH:13][CH:14]=2)=[CH:5][CH:4]=1. Given the reactants [CH3:1][O:2][C:3]1[S:7][C:6]([CH2:8][C:9]2[CH:14]=[CH:13][C:12]([NH2:15])=[CH:11][CH:10]=2)=[CH:5][CH:4]=1.S(O)(O)(=O)=O.Cl[C:22]1[NH:23][CH2:24][CH2:25][N:26]=1, predict the reaction product.